From a dataset of Forward reaction prediction with 1.9M reactions from USPTO patents (1976-2016). Predict the product of the given reaction. (1) Given the reactants [Br:1][C:2]1[CH:3]=[C:4]([O:13][C@@H:14]([C@@H:16]2[CH2:20][C:19](=[O:21])[N:18]([C@@H:22]([C:24]3[CH:29]=[CH:28][C:27]([O:30][CH3:31])=[CH:26][CH:25]=3)[CH3:23])[CH2:17]2)[CH3:15])[C:5]2[N:6]([N:8]=[CH:9][C:10]=2[CH:11]=O)[CH:7]=1.Cl.[NH2:33][OH:34].C(=O)(O)[O-].[Na+], predict the reaction product. The product is: [Br:1][C:2]1[CH:3]=[C:4]([O:13][C@@H:14]([C@@H:16]2[CH2:20][C:19](=[O:21])[N:18]([C@@H:22]([C:24]3[CH:29]=[CH:28][C:27]([O:30][CH3:31])=[CH:26][CH:25]=3)[CH3:23])[CH2:17]2)[CH3:15])[C:5]2[N:6]([N:8]=[CH:9][C:10]=2/[CH:11]=[N:33]/[OH:34])[CH:7]=1. (2) Given the reactants [CH3:1][C:2]1[CH:3]=[CH:4][CH:5]=[CH:6][C:7]=1[CH3:8].Cl[C:10](=[O:18])[CH2:11][CH2:12][C:13]([O:15][CH2:16][CH3:17])=[O:14].[Cl-].[Al+3].[Cl-].[Cl-].Cl, predict the reaction product. The product is: [CH3:1][C:2]1[CH:3]=[C:4]([C:10](=[O:18])[CH2:11][CH2:12][C:13]([O:15][CH2:16][CH3:17])=[O:14])[CH:5]=[CH:6][C:7]=1[CH3:8]. (3) Given the reactants [CH2:1]([O:3][C:4](=[O:24])[C:5]([CH3:23])([O:7][C:8]1[CH:13]=[CH:12][CH:11]=[C:10]([C:14](=[O:22])[NH:15][CH:16]2[CH2:21][CH2:20][NH:19][CH2:18][CH2:17]2)[CH:9]=1)[CH3:6])[CH3:2].[CH2:25]([O:27][C:28]1[CH:29]=[C:30]([CH:33]=[C:34]([O:41][CH2:42][CH3:43])[C:35]=1[N:36]1[CH:40]=[CH:39][CH:38]=[CH:37]1)[CH:31]=O)[CH3:26].C([BH3-])#N.[Na+].C(N(C(C)C)C(C)C)C, predict the reaction product. The product is: [CH2:1]([O:3][C:4](=[O:24])[C:5]([O:7][C:8]1[CH:13]=[CH:12][CH:11]=[C:10]([C:14](=[O:22])[NH:15][CH:16]2[CH2:17][CH2:18][N:19]([CH2:31][C:30]3[CH:33]=[C:34]([O:41][CH2:42][CH3:43])[C:35]([N:36]4[CH:40]=[CH:39][CH:38]=[CH:37]4)=[C:28]([O:27][CH2:25][CH3:26])[CH:29]=3)[CH2:20][CH2:21]2)[CH:9]=1)([CH3:23])[CH3:6])[CH3:2].